Dataset: CYP2C9 inhibition data for predicting drug metabolism from PubChem BioAssay. Task: Regression/Classification. Given a drug SMILES string, predict its absorption, distribution, metabolism, or excretion properties. Task type varies by dataset: regression for continuous measurements (e.g., permeability, clearance, half-life) or binary classification for categorical outcomes (e.g., BBB penetration, CYP inhibition). Dataset: cyp2c9_veith. (1) The molecule is N=c1c(C(=O)NC2CCCC2)cc2c(=O)n3ccccc3nc2n1C1CCCC1. The result is 0 (non-inhibitor). (2) The drug is CCOC(=O)N1CCN(C(=O)c2oc3ccc(S(=O)(=O)N4CCCCC4)cc3c2C)CC1. The result is 1 (inhibitor). (3) The drug is CC(C)C[C@H](NC(=O)N1CCCCCC1)C(=O)N[C@H](Cc1cn(C)c2ccccc12)C(=O)N[C@H](Cc1ccccn1)C(=O)O. The result is 1 (inhibitor). (4) The compound is Nc1ccc(C(=O)C[C@H](N)C(=O)O)cc1O. The result is 0 (non-inhibitor).